This data is from NCI-60 drug combinations with 297,098 pairs across 59 cell lines. The task is: Regression. Given two drug SMILES strings and cell line genomic features, predict the synergy score measuring deviation from expected non-interaction effect. (1) Drug 1: CC12CCC3C(C1CCC2O)C(CC4=C3C=CC(=C4)O)CCCCCCCCCS(=O)CCCC(C(F)(F)F)(F)F. Drug 2: C(CN)CNCCSP(=O)(O)O. Cell line: PC-3. Synergy scores: CSS=1.56, Synergy_ZIP=0.921, Synergy_Bliss=4.37, Synergy_Loewe=-2.06, Synergy_HSA=1.16. (2) Drug 1: CN1CCC(CC1)COC2=C(C=C3C(=C2)N=CN=C3NC4=C(C=C(C=C4)Br)F)OC. Drug 2: CC(C)CN1C=NC2=C1C3=CC=CC=C3N=C2N. Cell line: SF-539. Synergy scores: CSS=0.408, Synergy_ZIP=-0.467, Synergy_Bliss=-1.43, Synergy_Loewe=-5.37, Synergy_HSA=-4.11. (3) Drug 1: CC1CCC2CC(C(=CC=CC=CC(CC(C(=O)C(C(C(=CC(C(=O)CC(OC(=O)C3CCCCN3C(=O)C(=O)C1(O2)O)C(C)CC4CCC(C(C4)OC)O)C)C)O)OC)C)C)C)OC. Drug 2: CCC1=C2CN3C(=CC4=C(C3=O)COC(=O)C4(CC)O)C2=NC5=C1C=C(C=C5)O. Cell line: KM12. Synergy scores: CSS=22.2, Synergy_ZIP=-8.76, Synergy_Bliss=-5.49, Synergy_Loewe=-17.2, Synergy_HSA=-0.884. (4) Drug 1: C1=CN(C(=O)N=C1N)C2C(C(C(O2)CO)O)O.Cl. Drug 2: CCC1(CC2CC(C3=C(CCN(C2)C1)C4=CC=CC=C4N3)(C5=C(C=C6C(=C5)C78CCN9C7C(C=CC9)(C(C(C8N6C=O)(C(=O)OC)O)OC(=O)C)CC)OC)C(=O)OC)O.OS(=O)(=O)O. Cell line: HCC-2998. Synergy scores: CSS=42.1, Synergy_ZIP=-3.76, Synergy_Bliss=-2.45, Synergy_Loewe=0.331, Synergy_HSA=2.35.